Dataset: Reaction yield outcomes from USPTO patents with 853,638 reactions. Task: Predict the reaction yield, written as a fraction of the theoretical maximum amount of product (1.0 means a 100% yield; for example, 0.34 means a 34% yield). (1) The reactants are [Cl:1][C:2]1[CH:3]=[C:4]([CH:15]=[CH:16][C:17]=1[F:18])[CH:5]=[N:6][C:7]1[CH:8]=[CH:9][C:10]([C:13]#[N:14])=[N:11][CH:12]=1.[CH2:19]=[CH:20][C:21](=[CH2:23])[CH3:22]. The catalyst is CC#N.FC(F)(F)S([O-])(=O)=O.[Sc+3].FC(F)(F)S([O-])(=O)=O.FC(F)(F)S([O-])(=O)=O. The product is [Cl:1][C:2]1[CH:3]=[C:4]([CH:5]2[CH2:22][C:21]([CH3:23])([CH:20]=[CH2:19])[C:12]3[N:11]=[C:10]([C:13]#[N:14])[CH:9]=[CH:8][C:7]=3[NH:6]2)[CH:15]=[CH:16][C:17]=1[F:18]. The yield is 0.0550. (2) The yield is 0.800. The product is [CH3:28][C:29]1([CH3:41])[CH2:33][C:32]2[CH:34]=[C:35]([N:4]3[C:5](=[O:27])[C:6]([CH2:12][C:13]4[CH:18]=[CH:17][C:16]([C:19]5[C:20]([C:25]#[N:26])=[CH:21][CH:22]=[CH:23][CH:24]=5)=[CH:15][CH:14]=4)=[C:7]([CH2:9][CH2:10][CH3:11])[N:8]=[C:3]3[CH2:1][CH3:2])[CH:36]=[CH:37][C:31]=2[O:30]1. The reactants are [CH2:1]([C:3]1[NH:4][C:5](=[O:27])[C:6]([CH2:12][C:13]2[CH:18]=[CH:17][C:16]([C:19]3[C:20]([C:25]#[N:26])=[CH:21][CH:22]=[CH:23][CH:24]=3)=[CH:15][CH:14]=2)=[C:7]([CH2:9][CH2:10][CH3:11])[N:8]=1)[CH3:2].[CH3:28][C:29]1([CH3:41])[CH2:33][C:32]2[CH:34]=[C:35](B(O)O)[CH:36]=[CH:37][C:31]=2[O:30]1.N1C=CC=CC=1.C(N(CC)CC)C. The catalyst is C(OCC)(=O)C.C([O-])(=O)C.[Cu+2].C([O-])(=O)C.ClCCl. (3) The reactants are [NH:1]1[CH2:6][CH2:5][CH:4]([C:7]([OH:9])=[O:8])[CH2:3][CH2:2]1.[CH:10](O)=O. The catalyst is C=O. The product is [CH3:10][N:1]1[CH2:6][CH2:5][CH:4]([C:7]([OH:9])=[O:8])[CH2:3][CH2:2]1. The yield is 0.180. (4) The reactants are C[C:2]([CH3:5])([O-:4])C.[K+].[F:7][C:8]1[CH:9]=[C:10]([C:15]2([CH:21]=O)[CH2:20][CH2:19][CH2:18][CH2:17][CH2:16]2)[CH:11]=[CH:12][C:13]=1[F:14].C1C[O:26][CH2:25][CH2:24]1. The catalyst is CCOC(C)=O. The product is [F:7][C:8]1[CH:9]=[C:10]([C:15]2(/[CH:21]=[CH:24]/[C:25]([O:4][CH2:2][CH3:5])=[O:26])[CH2:16][CH2:17][CH2:18][CH2:19][CH2:20]2)[CH:11]=[CH:12][C:13]=1[F:14]. The yield is 0.459. (5) The product is [Br:1][C:2]1[CH:3]=[CH:4][C:5]2[S:9][C:8](=[N:10][C:11](=[O:19])[C:12]3[CH:13]=[CH:14][C:15]([CH3:18])=[CH:16][CH:17]=3)[N:7]([CH:20]([CH2:25][CH3:26])[C:21]([OH:23])=[O:22])[C:6]=2[CH:27]=1. The reactants are [Br:1][C:2]1[CH:3]=[CH:4][C:5]2[S:9][C:8](=[N:10][C:11](=[O:19])[C:12]3[CH:17]=[CH:16][C:15]([CH3:18])=[CH:14][CH:13]=3)[N:7]([CH:20]([CH2:25][CH3:26])[C:21]([O:23]C)=[O:22])[C:6]=2[CH:27]=1.O1CCCC1.[OH-].[Na+]. The yield is 0.880. The catalyst is CO. (6) The reactants are Cl[C:2]1[N:7]=[C:6]([NH:8][CH2:9][CH:10]2[CH2:15][CH2:14][O:13][CH2:12][CH2:11]2)[CH:5]=[N:4][C:3]=1[C:16]([F:19])([F:18])[F:17].[Cl:20][C:21]1[C:22](B(O)O)=[CH:23][C:24]([F:27])=[N:25][CH:26]=1.C(=O)([O-])[O-].[Na+].[Na+].B(O)O. The catalyst is COCCOC. The product is [Cl:20][C:21]1[C:22]([C:2]2[N:7]=[C:6]([NH:8][CH2:9][CH:10]3[CH2:15][CH2:14][O:13][CH2:12][CH2:11]3)[CH:5]=[N:4][C:3]=2[C:16]([F:19])([F:18])[F:17])=[CH:23][C:24]([F:27])=[N:25][CH:26]=1. The yield is 0.670. (7) The reactants are [Cl:1]C(OC(Cl)C)=O.C([N:21]1[CH2:24][CH:23]([O:25][CH2:26][C:27]2[O:28][CH:29]=[CH:30][CH:31]=2)[CH2:22]1)(C1C=CC=CC=1)C1C=CC=CC=1.C(O)C. The catalyst is ClCCl. The product is [ClH:1].[O:28]1[CH:29]=[CH:30][CH:31]=[C:27]1[CH2:26][O:25][CH:23]1[CH2:24][NH:21][CH2:22]1. The yield is 0.740.